Task: Binary Classification. Given a miRNA mature sequence and a target amino acid sequence, predict their likelihood of interaction.. Dataset: Experimentally validated miRNA-target interactions with 360,000+ pairs, plus equal number of negative samples (1) The miRNA is mmu-miR-375-3p with sequence UUUGUUCGUUCGGCUCGCGUGA. The protein sequence of the target gene is MQAERGARGGRGRRPGRGRPGGDRHSERPGAAAAVARGGGGGGGGDGGGRRGRGRGRGFRGARGGRGGGGAPRGSRREPGGWGAGASAPVEDDSDAETYGEENDEQGNYSKRKIVSNWDRYQDIEKEVNNESGESQRGTDFSVLLSSAGDSFSQFRFAEEKEWDSEASCPKQNSAFYVDSELLVRALQELPLCLRLNVAAELVQGTVPLEVPQVKPKRTDDGKGLGMQLKGPLGPGGRGPIFELKSVAAGCPVLLGKDNPSPGPSRDSQKPTSPLQSAGDHLEEELDLLLNLDAPIKEGD.... Result: 0 (no interaction). (2) The miRNA is hsa-miR-4769-3p with sequence UCUGCCAUCCUCCCUCCCCUAC. The protein sequence of the target gene is MLSSCVRPVPTTVRFVDSLICNSSRSFMDLKALLSSLNDFASLSFAESWDNVGLLVEPSPPHTVNTLFLTNDLTEEVMEEVLQKKADLILSYHPPIFRPMKRITWNTWKERLVIRALENRVGIYSPHTAYDAAPQGVNNWLAKGLGACTSRPIHPSKAPNYPTEGNHRVEFNVNYTQDLDKVMSAVKGIDGVSVTSFSARTGNEEQTRINLNCTQKALMQVVDFLSRNKQLYQKTEILSLEKPLLLHTGMGRLCTLDESVSLATMIDRIKRHLKLSHIRLALGVGRTLESQVKVVALCAG.... Result: 0 (no interaction). (3) The miRNA is hsa-miR-6069 with sequence GGGCUAGGGCCUGCUGCCCCC. The protein sequence of the target gene is MESESSRRMGNACIPLKRIAYFLCLFSVVLLTEGKKPAKPKCPAVCTCSKDNALCENARSIPRTVPPDVISLSFVRSGFTEISEGSFLFTPSLQLLLFTSNSFDVISDDAFIGLPHLEYLFIENNNIKSISRHTFRGLKSLIHLSLANNNLQTLPKDIFKGLDSLTNVDLRGNAFNCDCKLKWLVEWLGHTNATVEDIYCEGPPEYKKRKINSLSPKDFDCIITEFAKSQDLPYQSLSIDTFSYLNDEYVVIAQPFTGKCIFLEWDHVEKTFRNYDNITGTSTVVCKPIVIDTQLYVIVA.... Result: 0 (no interaction). (4) The miRNA is hsa-miR-3934-3p with sequence UGCUCAGGUUGCACAGCUGGGA. The protein sequence of the target gene is MAASQAVEEMRSRVVLGEFGVRNVHTTDFPGNYSGYDDAWDQDRFEKNFRVDVVHMDENSLEFDMVGIDAAIANAFRRILLAEVPTMAVEKVLVYNNTSIVQDEILAHRLGLIPIHADPRLFEYRNQGDEEGTEIDTLQFRLQVRCTRNPHAAKDSSDPNELYVNHKVYTRHMTWIPLGNQADLFPEGTIRPVHDDILIAQLRPGQEIDLLMHCVKGIGKDHAKFSPVATASYRLLPDITLLEPVEGEAAEELSRCFSPGVIEVQEVQGKKVARVANPRLDTFSREIFRNEKLKKVVRLA.... Result: 0 (no interaction). (5) The miRNA is hsa-miR-1-3p with sequence UGGAAUGUAAAGAAGUAUGUAU. The protein sequence of the target gene is MAPNIYLVRQRISRLGQRMSGFQINLNPLKEPLGFIKVLEWIASIFAFATCGGFKGQTEIQVNCPPAVTENKTVTATFGYPFRLNEASFQPPPGVNICDVNWKDYVLIGDYSSSAQFYVTFAVFVFLYCIAALLLYVGYTSLYLDSRKLPMIDFVVTLVATFLWLVSTSAWAKALTDIKIATGHNIIDELPPCKKKAVLCYFGSVTSMGSLNVSVIFGFLNMILWGGNAWFVYKETSLHSPSNTSAPHSQGGIPPPTGI. Result: 1 (interaction). (6) The miRNA is hsa-miR-4445-5p with sequence AGAUUGUUUCUUUUGCCGUGCA. The protein sequence of the target gene is MDSLASGRWRRRRTEELPAAGDAKRACRRSEPGGYECSGHMLTTCALLSWSTEDQEPRPRGLPASQPDCSQERLSSMVLQNGGRSSAQPCLRCISGESGHFNHTDNH. Result: 0 (no interaction). (7) The miRNA is mmu-miR-669o-5p with sequence UAGUUGUGUGUGCAUGUUUAUGU. The protein sequence of the target gene is MPKLQGFEFWSRTLGGARHVVAPMVDQSELAWRLLSRRHGAQLCYTPMLHAQVFVRDANYRKENLYCDVCPEDRPLIVQFCANDPEVFVQAALLAQDYCDAIDLNLGCPQMIAKRGHYGAFLQEEWDLLQRMILLAHERLSVPVTCKIRVFPEIDKTVRYAQMLEKAGCQLLTVHGRTKEQKGPMAGTASWEHIKAVRKAVGIPVFANGNIQCLQDVERCIQDTGVQGVMSAEGNLHNPALFEGRSPAVWELAEEYLDIVRQHPCPLSYVRAHLFKLWHHTLQVHQQLREELAKVKTLEG.... Result: 0 (no interaction). (8) The miRNA is hsa-miR-374b-5p with sequence AUAUAAUACAACCUGCUAAGUG. The protein sequence of the target gene is MVVSAGPWSSEKAEMNILEINEKLRPQLAENKQQFRNLKERCFLTQLAGFLANRQKKYKYEECKDLIKFMLRNERQFKEEKLAEQLKQAEELRQYKVLVHSQERELTQLREKLREGRDASRSLNEHLQALLTPDEPDKSQGQDLQEQLAEGCRLAQHLVQKLSPENDEDEDEDVQVEEDEKVLESSAPREVQKAEESKVPEDSLEECAITCSNSHGPCDSIQPHKNIKITFEEDKVNSSLVVDRESSHDGCQDALNILPVPGPTSSATNVSMVVSAGPLSSEKAEMNILEINEKLCPQLA.... Result: 1 (interaction).